From a dataset of Reaction yield outcomes from USPTO patents with 853,638 reactions. Predict the reaction yield, written as a fraction of the theoretical maximum amount of product (1.0 means a 100% yield; for example, 0.34 means a 34% yield). The reactants are [CH2:1]([O:3][C:4](=[O:12])[C:5]1[CH:10]=[CH:9][CH:8]=[C:7]([NH2:11])[CH:6]=1)[CH3:2].[F:13][C:14]([F:25])([F:24])[C:15]1[CH:23]=[CH:22][CH:21]=[CH:20][C:16]=1[C:17](Cl)=[O:18].C(N(CC)C(C)C)(C)C. The catalyst is C(Cl)Cl. The product is [CH2:1]([O:3][C:4](=[O:12])[C:5]1[CH:10]=[CH:9][CH:8]=[C:7]([NH:11][C:17](=[O:18])[C:16]2[CH:20]=[CH:21][CH:22]=[CH:23][C:15]=2[C:14]([F:13])([F:24])[F:25])[CH:6]=1)[CH3:2]. The yield is 1.00.